Predict which catalyst facilitates the given reaction. From a dataset of Catalyst prediction with 721,799 reactions and 888 catalyst types from USPTO. Reactant: [CH3:1][O:2][C:3](=[O:19])[C:4]([C:14](=[O:18])[CH:15]([CH3:17])[CH3:16])=[C:5]([C:7]1[CH:12]=[CH:11][C:10]([F:13])=[CH:9][CH:8]=1)[OH:6].[C:20](OC)(OC)(OC)CCC.S([O-])([O-])(=O)=O.[Mg+2]. Product: [CH3:1][O:2][C:3](=[O:19])[C:4]([C:5](=[O:6])[C:7]1[CH:12]=[CH:11][C:10]([F:13])=[CH:9][CH:8]=1)=[C:14]([O:18][CH3:20])[CH:15]([CH3:17])[CH3:16]. The catalyst class is: 237.